From a dataset of Reaction yield outcomes from USPTO patents with 853,638 reactions. Predict the reaction yield, written as a fraction of the theoretical maximum amount of product (1.0 means a 100% yield; for example, 0.34 means a 34% yield). (1) The reactants are [N:1]1[C:10]2[C:5](=[CH:6][C:7]([C:11]([NH2:13])=O)=[CH:8][CH:9]=2)[CH:4]=[CH:3][CH:2]=1.C(N(CC)CC)C.FC(F)(F)C(OC(=O)C(F)(F)F)=O.C(=O)(O)[O-].[Na+]. The catalyst is C(Cl)(Cl)Cl. The product is [N:1]1[C:10]2[C:5](=[CH:6][C:7]([C:11]#[N:13])=[CH:8][CH:9]=2)[CH:4]=[CH:3][CH:2]=1. The yield is 0.590. (2) The reactants are [H-].[Na+].C1COCC1.[CH2:8]([OH:15])[C:9]1[CH:14]=[CH:13][CH:12]=[CH:11][CH:10]=1.F[C:17]1[CH:24]=[CH:23][C:22]([C:25]([F:28])([F:27])[F:26])=[CH:21][C:18]=1[C:19]#[N:20]. The catalyst is CCOC(C)=O. The product is [CH2:8]([O:15][C:17]1[CH:24]=[CH:23][C:22]([C:25]([F:26])([F:28])[F:27])=[CH:21][C:18]=1[C:19]#[N:20])[C:9]1[CH:14]=[CH:13][CH:12]=[CH:11][CH:10]=1. The yield is 0.960.